From a dataset of Catalyst prediction with 721,799 reactions and 888 catalyst types from USPTO. Predict which catalyst facilitates the given reaction. Reactant: [H-].[Na+].Cl[C:4]1[C:9]([C:10]#[N:11])=[CH:8][N:7]=[CH:6][CH:5]=1.[CH2:12]([SH:14])[CH3:13].[Cl-].[Na+]. Product: [CH2:12]([S:14][C:4]1[C:9]([C:10]#[N:11])=[CH:8][N:7]=[CH:6][CH:5]=1)[CH3:13]. The catalyst class is: 1.